From a dataset of Peptide-MHC class II binding affinity with 134,281 pairs from IEDB. Regression. Given a peptide amino acid sequence and an MHC pseudo amino acid sequence, predict their binding affinity value. This is MHC class II binding data. (1) The MHC is DRB1_0405 with pseudo-sequence DRB1_0405. The binding affinity (normalized) is 0.319. The peptide sequence is VTMNDVKIEYSGTNN. (2) The peptide sequence is KSKNTLMYEITGGKF. The MHC is DRB1_0101 with pseudo-sequence DRB1_0101. The binding affinity (normalized) is 0.684. (3) The peptide sequence is MFFSTMKRPSREKQD. The MHC is DRB1_1302 with pseudo-sequence DRB1_1302. The binding affinity (normalized) is 0.429. (4) The peptide sequence is HTQTAGPWHLGKLEL. The MHC is DRB1_0404 with pseudo-sequence DRB1_0404. The binding affinity (normalized) is 0.114. (5) The peptide sequence is AFKVAATAVNAAPAN. The MHC is HLA-DPA10103-DPB10301 with pseudo-sequence HLA-DPA10103-DPB10301. The binding affinity (normalized) is 0.749. (6) The peptide sequence is KISGEWYSIFLASDVK. The MHC is DRB1_1302 with pseudo-sequence DRB1_1302. The binding affinity (normalized) is 0.295. (7) The peptide sequence is CVPKVTFTVEKGSNE. The MHC is DRB3_0101 with pseudo-sequence DRB3_0101. The binding affinity (normalized) is 0.157. (8) The peptide sequence is GAYETYKFIPSLEAA. The MHC is DRB1_0404 with pseudo-sequence DRB1_0404. The binding affinity (normalized) is 0.392. (9) The peptide sequence is ITVVLHKTSEPGKYTA. The MHC is DRB1_1301 with pseudo-sequence DRB1_1301. The binding affinity (normalized) is 0.